From a dataset of Reaction yield outcomes from USPTO patents with 853,638 reactions. Predict the reaction yield, written as a fraction of the theoretical maximum amount of product (1.0 means a 100% yield; for example, 0.34 means a 34% yield). (1) The reactants are C[O:2][C:3](=[O:23])[CH2:4][C:5]([NH:7][C:8]1[CH:13]=[CH:12][C:11]([NH:14][S:15]([CH3:18])(=[O:17])=[O:16])=[CH:10][C:9]=1[S:19](=[O:22])(=[O:21])[NH2:20])=O.[OH-].[Na+].Cl. No catalyst specified. The product is [CH3:18][S:15]([NH:14][C:11]1[CH:12]=[CH:13][C:8]2[NH:7][C:5]([CH2:4][C:3]([OH:2])=[O:23])=[N:20][S:19](=[O:22])(=[O:21])[C:9]=2[CH:10]=1)(=[O:17])=[O:16]. The yield is 0.870. (2) The reactants are [C:1]([O:5][C:6]([N:8]1[CH2:15][CH:14]2[N:16]([C:17](=[O:20])[CH2:18]Cl)[CH:10]([CH2:11][N:12]([CH2:21][C:22]3[CH:27]=[CH:26][C:25]([F:28])=[CH:24][CH:23]=3)[CH2:13]2)[CH2:9]1)=[O:7])([CH3:4])([CH3:3])[CH3:2].[Cl:29][C:30]1[CH:31]=[CH:32][C:33]([OH:40])=[C:34]([NH:36][C:37](=[O:39])[CH3:38])[CH:35]=1. No catalyst specified. The product is [C:1]([O:5][C:6]([N:8]1[CH2:15][CH:14]2[N:16]([C:17](=[O:20])[CH2:18][O:40][C:33]3[CH:32]=[CH:31][C:30]([Cl:29])=[CH:35][C:34]=3[NH:36][C:37](=[O:39])[CH3:38])[CH:10]([CH2:11][N:12]([CH2:21][C:22]3[CH:27]=[CH:26][C:25]([F:28])=[CH:24][CH:23]=3)[CH2:13]2)[CH2:9]1)=[O:7])([CH3:2])([CH3:4])[CH3:3]. The yield is 0.650. (3) The reactants are [N:1]1[CH:6]=[CH:5][CH:4]=[CH:3][C:2]=1[C:7]1[O:8][C:9]2[CH2:10][NH:11][CH2:12][CH2:13][C:14]=2[N:15]=1.Br[C:17]1[CH:22]=[CH:21][CH:20]=[CH:19][N:18]=1.C(O[Na])(C)(C)C. The catalyst is CC(O)(C)C.CO.C1C=CC(/C=C/C(/C=C/C2C=CC=CC=2)=O)=CC=1.C1C=CC(/C=C/C(/C=C/C2C=CC=CC=2)=O)=CC=1.C1C=CC(/C=C/C(/C=C/C2C=CC=CC=2)=O)=CC=1.[Pd].[Pd].C1C=CC(P(C2C(C3C(P(C4C=CC=CC=4)C4C=CC=CC=4)=CC=C4C=3C=CC=C4)=C3C(C=CC=C3)=CC=2)C2C=CC=CC=2)=CC=1. The product is [N:1]1[CH:6]=[CH:5][CH:4]=[CH:3][C:2]=1[C:7]1[O:8][C:9]2[CH2:10][N:11]([C:17]3[CH:22]=[CH:21][CH:20]=[CH:19][N:18]=3)[CH2:12][CH2:13][C:14]=2[N:15]=1. The yield is 0.550. (4) The catalyst is C1(C)C=CC=CC=1. The yield is 0.848. The product is [CH3:1][O:2][C:3]1[CH:8]=[CH:7][C:6]([C:16]2[O:20][C:19]([CH:21]=[O:22])=[CH:18][CH:17]=2)=[CH:5][CH:4]=1. The reactants are [CH3:1][O:2][C:3]1[CH:8]=[CH:7][C:6](B(O)O)=[CH:5][CH:4]=1.C(O)C.Br[C:16]1[O:20][C:19]([CH:21]=[O:22])=[CH:18][CH:17]=1.C(=O)([O-])[O-].[Na+].[Na+].